This data is from Reaction yield outcomes from USPTO patents with 853,638 reactions. The task is: Predict the reaction yield, written as a fraction of the theoretical maximum amount of product (1.0 means a 100% yield; for example, 0.34 means a 34% yield). (1) The reactants are [CH3:1][NH:2][C:3]1[CH:8]=[CH:7][N:6]=[C:5]([C:9]2[CH:14]=[CH:13][C:12]([CH2:15][CH2:16][C:17]([O:19][CH2:20][CH3:21])=[O:18])=[CH:11][CH:10]=2)[CH:4]=1.[CH2:22]([N:29]=[C:30]=[O:31])[CH2:23][CH2:24][CH2:25][CH2:26][CH2:27][CH3:28]. No catalyst specified. The product is [CH2:22]([NH:29][C:30](=[O:31])[N:2]([C:3]1[CH:8]=[CH:7][N:6]=[C:5]([C:9]2[CH:10]=[CH:11][C:12]([CH2:15][CH2:16][C:17]([O:19][CH2:20][CH3:21])=[O:18])=[CH:13][CH:14]=2)[CH:4]=1)[CH3:1])[CH2:23][CH2:24][CH2:25][CH2:26][CH2:27][CH3:28]. The yield is 0.640. (2) The reactants are C1(NC2CCCCC2)CCCCC1.CCCCCC.[CH:20]([O:23][C:24]([CH:26]1[CH2:31][CH2:30][CH2:29][CH2:28][CH2:27]1)=[O:25])([CH3:22])[CH3:21].Br[CH2:33][CH:34]([CH2:37][CH3:38])[CH2:35][CH3:36].Cl. The catalyst is C1COCC1.O. The product is [CH:20]([O:23][C:24]([C:26]1([CH2:33][CH:34]([CH2:37][CH3:38])[CH2:35][CH3:36])[CH2:31][CH2:30][CH2:29][CH2:28][CH2:27]1)=[O:25])([CH3:22])[CH3:21]. The yield is 0.880. (3) The reactants are C[O:2][C:3]([C:5]1[CH:10]=[CH:9][C:8]([C:11]2[CH:16]=[CH:15][C:14]([C:17]([O:19]C)=[O:18])=[CH:13][C:12]=2[I:21])=[C:7]([I:22])[CH:6]=1)=[O:4].[OH-].[K+].O. The catalyst is C1COCC1. The product is [I:21][C:12]1[CH:13]=[C:14]([C:17]([OH:19])=[O:18])[CH:15]=[CH:16][C:11]=1[C:8]1[CH:9]=[CH:10][C:5]([C:3]([OH:4])=[O:2])=[CH:6][C:7]=1[I:22]. The yield is 0.890. (4) The reactants are Cl[C:2]1[N:7]2[N:8]=[C:9]([CH3:11])[CH:10]=[C:6]2[N:5]=[C:4]([NH:12][C:13](=[O:24])[C:14]2[CH:19]=[CH:18][C:17]([C:20]([OH:23])([CH3:22])[CH3:21])=[CH:16][CH:15]=2)[CH:3]=1.[F:25][C:26]1([F:38])[O:30][C:29]2[CH:31]=[CH:32][C:33](B(O)O)=[CH:34][C:28]=2[O:27]1.O1CCOCC1. The catalyst is CO.C1(P(C2C=CC=CC=2)[C-]2C=CC=C2)C=CC=CC=1.[C-]1(P(C2C=CC=CC=2)C2C=CC=CC=2)C=CC=C1.[Fe+2].Cl[Pd]Cl. The product is [F:38][C:26]1([F:25])[O:27][C:28]2[CH:34]=[CH:33][C:32]([C:2]3[N:7]4[N:8]=[C:9]([CH3:11])[CH:10]=[C:6]4[N:5]=[C:4]([NH:12][C:13](=[O:24])[C:14]4[CH:19]=[CH:18][C:17]([C:20]([OH:23])([CH3:22])[CH3:21])=[CH:16][CH:15]=4)[CH:3]=3)=[CH:31][C:29]=2[O:30]1. The yield is 0.390. (5) The reactants are [Cl:1][C:2]1[C:3]([C:8]2[CH:9]=[C:10]3[C:14](=[CH:15][CH:16]=2)[N:13]([CH2:17][O:18][CH2:19][CH2:20][Si:21]([CH3:24])([CH3:23])[CH3:22])[N:12]=[C:11]3[NH2:25])=[N:4][CH:5]=[CH:6][CH:7]=1.Cl[C:27]1[CH:32]=[N:31][CH:30]=[CH:29][N:28]=1.CC1(C)C2C=CC=C(P(C3C=CC=CC=3)C3C=CC=CC=3)C=2OC2C1=CC=CC=2P(C1C=CC=CC=1)C1C=CC=CC=1.C(=O)([O-])[O-].[Cs+].[Cs+].[Cl-].[NH4+]. The catalyst is O1CCOCC1.C1C=CC(/C=C/C(/C=C/C2C=CC=CC=2)=O)=CC=1.C1C=CC(/C=C/C(/C=C/C2C=CC=CC=2)=O)=CC=1.C1C=CC(/C=C/C(/C=C/C2C=CC=CC=2)=O)=CC=1.[Pd].[Pd]. The product is [Cl:1][C:2]1[C:3]([C:8]2[CH:9]=[C:10]3[C:14](=[CH:15][CH:16]=2)[N:13]([CH2:17][O:18][CH2:19][CH2:20][Si:21]([CH3:22])([CH3:24])[CH3:23])[N:12]=[C:11]3[NH:25][C:27]2[CH:32]=[N:31][CH:30]=[CH:29][N:28]=2)=[N:4][CH:5]=[CH:6][CH:7]=1. The yield is 0.480. (6) The reactants are Br[CH2:2][CH:3]1[CH2:7][C:6]2[CH:8]=[C:9]([F:20])[CH:10]=[C:11]([C:12]3[CH:17]=[C:16]([Cl:18])[CH:15]=[CH:14][C:13]=3[CH3:19])[C:5]=2[O:4]1.[N:21](CC1CC2C=C(Cl)C=C(C3C=CSC=3)C=2O1)=[N+:22]=[N-:23]. No catalyst specified. The product is [N:21]([CH2:2][C@H:3]1[CH2:7][C:6]2[CH:8]=[C:9]([F:20])[CH:10]=[C:11]([C:12]3[CH:17]=[C:16]([Cl:18])[CH:15]=[CH:14][C:13]=3[CH3:19])[C:5]=2[O:4]1)=[N+:22]=[N-:23]. The yield is 0.850. (7) The reactants are [Cl:1][C:2]1[C:3]([C:9]([OH:11])=O)=[N:4][CH:5]=[C:6]([Cl:8])[CH:7]=1.[CH3:12][C:13]1[C:14]([NH2:28])=[N:15][C:16]2([C:26]3[C:21](=[CH:22][CH:23]=[C:24]([NH2:27])[CH:25]=3)[O:20][CH2:19][CH2:18]2)[N:17]=1. No catalyst specified. The product is [NH2:28][C:14]1[C:13]([CH3:12])=[N:17][C:16]2([C:26]3[C:21](=[CH:22][CH:23]=[C:24]([NH:27][C:9](=[O:11])[C:3]4[C:2]([Cl:1])=[CH:7][C:6]([Cl:8])=[CH:5][N:4]=4)[CH:25]=3)[O:20][CH2:19][CH2:18]2)[N:15]=1. The yield is 0.620.